From a dataset of Full USPTO retrosynthesis dataset with 1.9M reactions from patents (1976-2016). Predict the reactants needed to synthesize the given product. (1) The reactants are: [Cl:1][C:2]1[CH:7]=[C:6]([I:8])[C:5]([O:9]COC)=[CH:4][N:3]=1.Cl.C(=O)(O)[O-].[Na+]. Given the product [Cl:1][C:2]1[N:3]=[CH:4][C:5]([OH:9])=[C:6]([I:8])[CH:7]=1, predict the reactants needed to synthesize it. (2) Given the product [F:30][C:29]([F:32])([F:31])[C:26]1[CH:27]=[CH:28][C:23]([O:9][C:7]2[CH:6]=[CH:5][C:4]([CH:10]3[C:15](=[O:16])[C:14]([CH3:18])([CH3:17])[O:13][C:12]([CH3:20])([CH3:19])[C:11]3=[O:21])=[C:3]([CH2:1][CH3:2])[CH:8]=2)=[N:24][CH:25]=1, predict the reactants needed to synthesize it. The reactants are: [CH2:1]([C:3]1[CH:8]=[C:7]([OH:9])[CH:6]=[CH:5][C:4]=1[CH:10]1[C:15](=[O:16])[C:14]([CH3:18])([CH3:17])[O:13][C:12]([CH3:20])([CH3:19])[C:11]1=[O:21])[CH3:2].F[C:23]1[CH:28]=[CH:27][C:26]([C:29]([F:32])([F:31])[F:30])=[CH:25][N:24]=1.C(=O)([O-])[O-].[K+].[K+].Cl. (3) Given the product [NH2:1][C:2]1[N:6]([CH3:7])[C:5](=[O:8])[C:4]([C:9]2[CH:14]=[CH:13][C:12]([O:15][CH:16]([F:18])[F:17])=[C:11]([CH2:19][CH3:20])[CH:10]=2)([C:21]2[CH:26]=[CH:25][C:24]([F:27])=[C:23]([C:38]#[C:37][CH2:36][O:35][CH3:34])[CH:22]=2)[N:3]=1, predict the reactants needed to synthesize it. The reactants are: [NH2:1][C:2]1[N:6]([CH3:7])[C:5](=[O:8])[C:4]([C:21]2[CH:26]=[CH:25][C:24]([F:27])=[C:23](Br)[CH:22]=2)([C:9]2[CH:14]=[CH:13][C:12]([O:15][CH:16]([F:18])[F:17])=[C:11]([CH2:19][CH3:20])[CH:10]=2)[N:3]=1.N1CCCC1.[CH3:34][O:35][CH2:36][C:37]#[CH:38]. (4) Given the product [NH2:15][C:14]1[C:13]([O:18][CH:19]([CH3:21])[CH3:20])=[CH:12][C:7]([C:8]([O:10][CH3:11])=[O:9])=[CH:6][C:5]=1[O:4][CH:1]([CH3:3])[CH3:2], predict the reactants needed to synthesize it. The reactants are: [CH:1]([O:4][C:5]1[CH:6]=[C:7]([CH:12]=[C:13]([O:18][CH:19]([CH3:21])[CH3:20])[C:14]=1[N+:15]([O-])=O)[C:8]([O:10][CH3:11])=[O:9])([CH3:3])[CH3:2]. (5) The reactants are: Br[CH2:2][CH2:3][CH2:4][N:5]1[C:9]2[CH:10]=[CH:11][CH:12]=[CH:13][C:8]=2[N:7]([C:14]2[C:19]([F:20])=[CH:18][CH:17]=[CH:16][C:15]=2[F:21])[S:6]1(=[O:23])=[O:22].[CH:24]1([NH2:28])[CH2:27][CH2:26][CH2:25]1.[ClH:29]. Given the product [ClH:29].[F:21][C:15]1[CH:16]=[CH:17][CH:18]=[C:19]([F:20])[C:14]=1[N:7]1[C:8]2[CH:13]=[CH:12][CH:11]=[CH:10][C:9]=2[N:5]([CH2:4][CH2:3][CH2:2][NH:28][CH:24]2[CH2:27][CH2:26][CH2:25]2)[S:6]1(=[O:23])=[O:22], predict the reactants needed to synthesize it. (6) Given the product [C:15]([O:14][C:12]([NH:11][C@H:10]([C:9]([NH:8][C@H:7]([C:6]([NH:5][C@H:4]([C:3]([OH:36])=[O:2])[CH:33]([CH3:34])[CH3:35])=[O:32])[CH:29]([CH3:31])[CH3:30])=[O:28])[CH2:19][O:20][CH2:21][C:22]1[CH:27]=[CH:26][CH:25]=[CH:24][CH:23]=1)=[O:13])([CH3:16])([CH3:18])[CH3:17], predict the reactants needed to synthesize it. The reactants are: C[O:2][C:3](=[O:36])[C@H:4]([CH:33]([CH3:35])[CH3:34])[NH:5][C:6](=[O:32])[C@H:7]([CH:29]([CH3:31])[CH3:30])[NH:8][C:9](=[O:28])[C@H:10]([CH2:19][O:20][CH2:21][C:22]1[CH:27]=[CH:26][CH:25]=[CH:24][CH:23]=1)[NH:11][C:12]([O:14][C:15]([CH3:18])([CH3:17])[CH3:16])=[O:13].C([O-])(O)=O.[Na+]. (7) Given the product [Cl:8][C:5]1[N:4]=[C:3]([C:9]#[N:10])[C:2]([O:12][C:11]2[CH:18]=[CH:17][C:15]([OH:16])=[CH:14][CH:13]=2)=[N:7][CH:6]=1, predict the reactants needed to synthesize it. The reactants are: Cl[C:2]1[C:3]([C:9]#[N:10])=[N:4][C:5]([Cl:8])=[CH:6][N:7]=1.[C:11]1([CH:18]=[CH:17][C:15]([OH:16])=[CH:14][CH:13]=1)[OH:12].C(=O)([O-])[O-].[K+].[K+].Cl. (8) Given the product [CH2:18]([C:15]1[CH:16]=[CH:17][C:12]([C:9]2[N:2]([CH3:1])[N:3]=[C:4]([C:5](=[O:7])[CH3:6])[C:10]=2[OH:11])=[CH:13][CH:14]=1)[CH2:19][CH3:20], predict the reactants needed to synthesize it. The reactants are: [CH3:1][NH:2][N:3]=[CH:4][C:5](=[O:7])[CH3:6].O=[C:9]([C:12]1[CH:17]=[CH:16][C:15]([CH2:18][CH2:19][CH3:20])=[CH:14][CH:13]=1)[CH:10]=[O:11].C(Cl)(Cl)Cl.CCCCCC.C(OCC)(=O)C.